Dataset: Full USPTO retrosynthesis dataset with 1.9M reactions from patents (1976-2016). Task: Predict the reactants needed to synthesize the given product. (1) Given the product [CH3:14][O:13][C:12]1[CH:11]=[C:10]([NH:9][C:43]([S:54][CH3:55])=[C:44]2[C:49](=[O:50])[O:48][C:47]([CH3:52])([CH3:51])[O:46][C:45]2=[O:53])[CH:5]=[CH:4][C:3]=1[O:2][CH3:1], predict the reactants needed to synthesize it. The reactants are: [CH3:1][O:2][C:3]1[CH:4]=[C:5]2[C:10](=[CH:11][C:12]=1[O:13][CH3:14])[N:9]=C(SC)C=C2OC1C=CC(NC(C2(C(NC3C=CC(F)=CC=3)=O)CC2)=O)=CC=1F.CS[C:43]([S:54][CH3:55])=[C:44]1[C:49](=[O:50])[O:48][C:47]([CH3:52])([CH3:51])[O:46][C:45]1=[O:53].COC1C=C(C=CC=1OC)N. (2) The reactants are: [CH3:1][C:2](=[CH2:43])[CH2:3][O:4][C:5](=[O:42])[N:6]=[C:7]([C:9]1[CH:14]=[CH:13][C:12]([NH:15][C@H:16]([C:29]2[CH:34]=[C:33]([O:35][CH3:36])[CH:32]=[C:31]([O:37][CH2:38][CH2:39][OH:40])[C:30]=2[F:41])[C:17]2[NH:21][C:20](=[O:22])[N:19]([C:23]3[N:28]=[CH:27][CH:26]=[CH:25][N:24]=3)[N:18]=2)=[CH:11][CH:10]=1)[NH2:8].[F:44][CH2:45][C:46]([O:49][C:50](=[O:54])[O:51][CH2:52]Cl)([CH3:48])[CH3:47].C(=O)([O-])[O-].[Rb+].[Rb+]. Given the product [F:44][CH2:45][C:46]([O:49][C:50](=[O:54])[O:51][CH2:52][O:22][C:20]1[N:19]([C:23]2[N:24]=[CH:25][CH:26]=[CH:27][N:28]=2)[N:18]=[C:17]([C@H:16]([NH:15][C:12]2[CH:13]=[CH:14][C:9]([C:7]([NH2:8])=[N:6][C:5]([O:4][CH2:3][C:2]([CH3:1])=[CH2:43])=[O:42])=[CH:10][CH:11]=2)[C:29]2[CH:34]=[C:33]([O:35][CH3:36])[CH:32]=[C:31]([O:37][CH2:38][CH2:39][OH:40])[C:30]=2[F:41])[N:21]=1)([CH3:48])[CH3:47], predict the reactants needed to synthesize it. (3) Given the product [F:17][C:14]1[CH:13]=[N:12][C:11]([C@@H:9]([NH:8][C:6]2[N:7]=[C:2]([N:27]3[CH2:32][CH2:31][O:30][CH2:29][CH2:28]3)[N:3]=[C:4]([NH:18][C:19]3[N:20]=[CH:21][N:22]([CH2:24][C:25]#[N:26])[CH:23]=3)[N:5]=2)[CH3:10])=[N:16][CH:15]=1, predict the reactants needed to synthesize it. The reactants are: Cl[C:2]1[N:7]=[C:6]([NH:8][C@H:9]([C:11]2[N:16]=[CH:15][C:14]([F:17])=[CH:13][N:12]=2)[CH3:10])[N:5]=[C:4]([NH:18][C:19]2[N:20]=[CH:21][N:22]([CH2:24][C:25]#[N:26])[CH:23]=2)[N:3]=1.[NH:27]1[CH2:32][CH2:31][O:30][CH2:29][CH2:28]1. (4) Given the product [CH2:1]([C:3]1[O:4][C:5]2[C:15]([N:16]=1)=[CH:14][C:8]1[CH2:9][CH2:10][N:11]([CH2:18][CH2:19][CH2:20][S:21][C:22]3[N:23]([CH3:38])[C:24]([C:27]4[CH:36]=[CH:35][CH:34]=[C:33]5[C:28]=4[CH:29]=[CH:30][C:31]([CH3:37])=[N:32]5)=[N:25][N:26]=3)[CH2:12][CH2:13][C:7]=1[CH:6]=2)[CH3:2], predict the reactants needed to synthesize it. The reactants are: [CH2:1]([C:3]1[O:4][C:5]2[C:15]([N:16]=1)=[CH:14][C:8]1[CH2:9][CH2:10][NH:11][CH2:12][CH2:13][C:7]=1[CH:6]=2)[CH3:2].Cl[CH2:18][CH2:19][CH2:20][S:21][C:22]1[N:23]([CH3:38])[C:24]([C:27]2[CH:36]=[CH:35][CH:34]=[C:33]3[C:28]=2[CH:29]=[CH:30][C:31]([CH3:37])=[N:32]3)=[N:25][N:26]=1.